This data is from NCI-60 drug combinations with 297,098 pairs across 59 cell lines. The task is: Regression. Given two drug SMILES strings and cell line genomic features, predict the synergy score measuring deviation from expected non-interaction effect. (1) Drug 1: CC(C1=C(C=CC(=C1Cl)F)Cl)OC2=C(N=CC(=C2)C3=CN(N=C3)C4CCNCC4)N. Drug 2: C1=NC(=NC(=O)N1C2C(C(C(O2)CO)O)O)N. Cell line: A549. Synergy scores: CSS=23.5, Synergy_ZIP=-4.82, Synergy_Bliss=2.60, Synergy_Loewe=-4.87, Synergy_HSA=0.251. (2) Drug 1: C1=CC(=CC=C1CCC2=CNC3=C2C(=O)NC(=N3)N)C(=O)NC(CCC(=O)O)C(=O)O. Drug 2: CC1C(C(CC(O1)OC2CC(OC(C2O)C)OC3=CC4=CC5=C(C(=O)C(C(C5)C(C(=O)C(C(C)O)O)OC)OC6CC(C(C(O6)C)O)OC7CC(C(C(O7)C)O)OC8CC(C(C(O8)C)O)(C)O)C(=C4C(=C3C)O)O)O)O. Cell line: NCI-H460. Synergy scores: CSS=43.1, Synergy_ZIP=2.64, Synergy_Bliss=1.89, Synergy_Loewe=-10.3, Synergy_HSA=1.84. (3) Drug 1: C1CCC(CC1)NC(=O)N(CCCl)N=O. Drug 2: C1CNP(=O)(OC1)N(CCCl)CCCl. Cell line: NCI-H322M. Synergy scores: CSS=6.15, Synergy_ZIP=-2.05, Synergy_Bliss=1.37, Synergy_Loewe=0.867, Synergy_HSA=1.16. (4) Drug 1: CCCCCOC(=O)NC1=NC(=O)N(C=C1F)C2C(C(C(O2)C)O)O. Drug 2: C1C(C(OC1N2C=NC3=C2NC=NCC3O)CO)O. Cell line: BT-549. Synergy scores: CSS=-2.08, Synergy_ZIP=-1.88, Synergy_Bliss=-4.90, Synergy_Loewe=-5.79, Synergy_HSA=-5.42. (5) Drug 1: CC1=C(C(=O)C2=C(C1=O)N3CC4C(C3(C2COC(=O)N)OC)N4)N. Drug 2: C1CCC(C(C1)N)N.C(=O)(C(=O)[O-])[O-].[Pt+4]. Cell line: T-47D. Synergy scores: CSS=-5.68, Synergy_ZIP=4.02, Synergy_Bliss=-4.30, Synergy_Loewe=-14.0, Synergy_HSA=-11.8. (6) Drug 1: CC1=C2C(C(=O)C3(C(CC4C(C3C(C(C2(C)C)(CC1OC(=O)C(C(C5=CC=CC=C5)NC(=O)C6=CC=CC=C6)O)O)OC(=O)C7=CC=CC=C7)(CO4)OC(=O)C)O)C)OC(=O)C. Drug 2: CN(CC1=CN=C2C(=N1)C(=NC(=N2)N)N)C3=CC=C(C=C3)C(=O)NC(CCC(=O)O)C(=O)O. Cell line: SK-OV-3. Synergy scores: CSS=23.4, Synergy_ZIP=-5.04, Synergy_Bliss=0.464, Synergy_Loewe=-3.00, Synergy_HSA=-2.64. (7) Synergy scores: CSS=26.1, Synergy_ZIP=-0.541, Synergy_Bliss=-1.08, Synergy_Loewe=-18.4, Synergy_HSA=0.282. Drug 1: CN1C2=C(C=C(C=C2)N(CCCl)CCCl)N=C1CCCC(=O)O.Cl. Cell line: ACHN. Drug 2: C1CCC(C(C1)N)N.C(=O)(C(=O)[O-])[O-].[Pt+4]. (8) Drug 1: CN1C2=C(C=C(C=C2)N(CCCl)CCCl)N=C1CCCC(=O)O.Cl. Drug 2: CC1CCC2CC(C(=CC=CC=CC(CC(C(=O)C(C(C(=CC(C(=O)CC(OC(=O)C3CCCCN3C(=O)C(=O)C1(O2)O)C(C)CC4CCC(C(C4)OC)O)C)C)O)OC)C)C)C)OC. Cell line: PC-3. Synergy scores: CSS=-3.11, Synergy_ZIP=1.64, Synergy_Bliss=1.78, Synergy_Loewe=-4.74, Synergy_HSA=-2.94. (9) Synergy scores: CSS=33.8, Synergy_ZIP=1.34, Synergy_Bliss=0.282, Synergy_Loewe=-34.3, Synergy_HSA=-1.31. Drug 2: CCC1=C2CN3C(=CC4=C(C3=O)COC(=O)C4(CC)O)C2=NC5=C1C=C(C=C5)O. Drug 1: CC(C1=C(C=CC(=C1Cl)F)Cl)OC2=C(N=CC(=C2)C3=CN(N=C3)C4CCNCC4)N. Cell line: OVCAR3. (10) Drug 1: C1CC(C1)(C(=O)O)C(=O)O.[NH2-].[NH2-].[Pt+2]. Drug 2: CCC1(C2=C(COC1=O)C(=O)N3CC4=CC5=C(C=CC(=C5CN(C)C)O)N=C4C3=C2)O.Cl. Cell line: A498. Synergy scores: CSS=18.4, Synergy_ZIP=-5.09, Synergy_Bliss=1.87, Synergy_Loewe=2.52, Synergy_HSA=2.52.